Task: Regression. Given two drug SMILES strings and cell line genomic features, predict the synergy score measuring deviation from expected non-interaction effect.. Dataset: NCI-60 drug combinations with 297,098 pairs across 59 cell lines (1) Drug 2: COC1=C2C(=CC3=C1OC=C3)C=CC(=O)O2. Cell line: TK-10. Drug 1: CC=C1C(=O)NC(C(=O)OC2CC(=O)NC(C(=O)NC(CSSCCC=C2)C(=O)N1)C(C)C)C(C)C. Synergy scores: CSS=36.8, Synergy_ZIP=-1.23, Synergy_Bliss=0.476, Synergy_Loewe=-37.3, Synergy_HSA=0.118. (2) Drug 1: CC12CCC(CC1=CCC3C2CCC4(C3CC=C4C5=CN=CC=C5)C)O. Drug 2: CC1=C2C(C(=O)C3(C(CC4C(C3C(C(C2(C)C)(CC1OC(=O)C(C(C5=CC=CC=C5)NC(=O)C6=CC=CC=C6)O)O)OC(=O)C7=CC=CC=C7)(CO4)OC(=O)C)O)C)OC(=O)C. Cell line: SW-620. Synergy scores: CSS=46.2, Synergy_ZIP=10.4, Synergy_Bliss=9.19, Synergy_Loewe=-12.7, Synergy_HSA=7.78. (3) Drug 1: CCC1(CC2CC(C3=C(CCN(C2)C1)C4=CC=CC=C4N3)(C5=C(C=C6C(=C5)C78CCN9C7C(C=CC9)(C(C(C8N6C=O)(C(=O)OC)O)OC(=O)C)CC)OC)C(=O)OC)O.OS(=O)(=O)O. Drug 2: C1=NC(=NC(=O)N1C2C(C(C(O2)CO)O)O)N. Cell line: UO-31. Synergy scores: CSS=28.4, Synergy_ZIP=-8.71, Synergy_Bliss=-1.33, Synergy_Loewe=-2.33, Synergy_HSA=-1.49. (4) Drug 1: C1=CC(=C2C(=C1NCCNCCO)C(=O)C3=C(C=CC(=C3C2=O)O)O)NCCNCCO. Drug 2: C1C(C(OC1N2C=NC3=C2NC=NCC3O)CO)O. Cell line: NCI/ADR-RES. Synergy scores: CSS=-3.07, Synergy_ZIP=-1.02, Synergy_Bliss=-4.41, Synergy_Loewe=-6.12, Synergy_HSA=-4.03. (5) Drug 1: C1=NC2=C(N=C(N=C2N1C3C(C(C(O3)CO)O)O)F)N. Drug 2: CC1CCC2CC(C(=CC=CC=CC(CC(C(=O)C(C(C(=CC(C(=O)CC(OC(=O)C3CCCCN3C(=O)C(=O)C1(O2)O)C(C)CC4CCC(C(C4)OC)O)C)C)O)OC)C)C)C)OC. Cell line: IGROV1. Synergy scores: CSS=1.25, Synergy_ZIP=0.590, Synergy_Bliss=2.43, Synergy_Loewe=-2.44, Synergy_HSA=-1.45. (6) Drug 1: CN(C)C1=NC(=NC(=N1)N(C)C)N(C)C. Drug 2: COC1=C2C(=CC3=C1OC=C3)C=CC(=O)O2. Cell line: NCI-H322M. Synergy scores: CSS=5.80, Synergy_ZIP=1.38, Synergy_Bliss=3.28, Synergy_Loewe=1.64, Synergy_HSA=1.09. (7) Drug 2: CC12CCC3C(C1CCC2OP(=O)(O)O)CCC4=C3C=CC(=C4)OC(=O)N(CCCl)CCCl.[Na+]. Synergy scores: CSS=5.94, Synergy_ZIP=-2.29, Synergy_Bliss=-1.82, Synergy_Loewe=-1.54, Synergy_HSA=-1.52. Cell line: HT29. Drug 1: C1=CN(C=N1)CC(O)(P(=O)(O)O)P(=O)(O)O. (8) Drug 1: CNC(=O)C1=NC=CC(=C1)OC2=CC=C(C=C2)NC(=O)NC3=CC(=C(C=C3)Cl)C(F)(F)F. Drug 2: C1=NC2=C(N1)C(=S)N=CN2. Cell line: TK-10. Synergy scores: CSS=41.1, Synergy_ZIP=1.52, Synergy_Bliss=2.02, Synergy_Loewe=-43.6, Synergy_HSA=0.290.